Task: Predict which catalyst facilitates the given reaction.. Dataset: Catalyst prediction with 721,799 reactions and 888 catalyst types from USPTO (1) Reactant: [OH-].[Na+].C[O:4][C:5]([C:7]1[S:8][C:9]([C:45]#[C:46][C:47]([CH3:50])([CH3:49])[CH3:48])=[CH:10][C:11]=1[N:12]([C:36]([CH:38]1[CH2:43][CH2:42][CH:41]([CH3:44])[CH2:40][CH2:39]1)=[O:37])[CH:13]1[CH2:18][CH2:17][C:16]([O:26][C:27]([CH:29]2[CH2:34][CH2:33][CH:32]([CH3:35])[CH2:31][CH2:30]2)=[O:28])([CH2:19][O:20][CH:21]2[CH2:25][CH2:24][O:23][CH2:22]2)[CH2:15][CH2:14]1)=[O:6].C1COCC1.O. Product: [CH3:49][C:47]([CH3:48])([CH3:50])[C:46]#[C:45][C:9]1[S:8][C:7]([C:5]([OH:6])=[O:4])=[C:11]([N:12]([C:36]([CH:38]2[CH2:39][CH2:40][CH:41]([CH3:44])[CH2:42][CH2:43]2)=[O:37])[CH:13]2[CH2:14][CH2:15][C:16]([O:26][C:27]([CH:29]3[CH2:34][CH2:33][CH:32]([CH3:35])[CH2:31][CH2:30]3)=[O:28])([CH2:19][O:20][CH:21]3[CH2:25][CH2:24][O:23][CH2:22]3)[CH2:17][CH2:18]2)[CH:10]=1. The catalyst class is: 5. (2) Reactant: [CH3:1][CH:2]([CH3:28])[CH:3]([C:22]1[CH:27]=[CH:26][CH:25]=[CH:24][CH:23]=1)[C:4]([N:6]1[CH2:10][C@@H:9]2[C@@H:11]([NH:14]C(=O)OC(C)(C)C)[CH2:12][CH2:13][C@@H:8]2[CH2:7]1)=[O:5].[ClH:29].O1CCOCC1. Product: [ClH:29].[NH2:14][C@@H:11]1[C@@H:9]2[C@@H:8]([CH2:7][N:6]([C:4](=[O:5])[CH:3]([C:22]3[CH:23]=[CH:24][CH:25]=[CH:26][CH:27]=3)[CH:2]([CH3:28])[CH3:1])[CH2:10]2)[CH2:13][CH2:12]1. The catalyst class is: 28. (3) Reactant: [Cl:1][C:2]1[CH:3]=[CH:4][C:5]2[N:6]([C:8]([CH2:11][O:12][CH2:13][CH3:14])=[CH:9][N:10]=2)[N:7]=1.[NH2:15][CH2:16][C:17]1[CH:22]=[CH:21][CH:20]=[CH:19][N:18]=1.Cl. Product: [ClH:1].[CH2:13]([O:12][CH2:11][C:8]1[N:6]2[N:7]=[C:2]([NH:15][CH2:16][C:17]3[CH:22]=[CH:21][CH:20]=[CH:19][N:18]=3)[CH:3]=[CH:4][C:5]2=[N:10][CH:9]=1)[CH3:14]. The catalyst class is: 28. (4) Reactant: [F:1][C:2]1[C:7]([F:8])=[CH:6][C:5]([NH2:9])=[C:4]([NH2:10])[CH:3]=1.C([O:15][C:16](=O)[CH2:17][C:18]([C:20]1[CH:25]=[CH:24][CH:23]=[C:22]([C:26]2[CH:31]=[CH:30][N:29]=[C:28]([CH3:32])[CH:27]=2)[CH:21]=1)=O)(C)(C)C. The catalyst class is: 113. Product: [F:1][C:2]1[C:7]([F:8])=[CH:6][C:5]2[NH:9][C:16](=[O:15])[CH2:17][C:18]([C:20]3[CH:25]=[CH:24][CH:23]=[C:22]([C:26]4[CH:31]=[CH:30][N:29]=[C:28]([CH3:32])[CH:27]=4)[CH:21]=3)=[N:10][C:4]=2[CH:3]=1. (5) Reactant: [CH2:1]([O:3][CH:4]([CH2:10][C:11]1[CH:16]=[CH:15][C:14]([O:17][CH2:18][CH2:19][C:20]2[CH:25]=[CH:24][C:23]([O:26]S(C)(=O)=O)=[CH:22][CH:21]=2)=[C:13]([CH3:31])[CH:12]=1)[C:5]([O:7]CC)=[O:6])[CH3:2].[OH-].[Na+].O. Product: [CH2:1]([O:3][CH:4]([CH2:10][C:11]1[CH:16]=[CH:15][C:14]([O:17][CH2:18][CH2:19][C:20]2[CH:25]=[CH:24][C:23]([OH:26])=[CH:22][CH:21]=2)=[C:13]([CH3:31])[CH:12]=1)[C:5]([OH:7])=[O:6])[CH3:2]. The catalyst class is: 1. (6) Reactant: [C:1]1([C:24]2[CH:29]=[CH:28][CH:27]=[CH:26][CH:25]=2)[CH:6]=[CH:5][CH:4]=[CH:3][C:2]=1[NH:7][C:8](=[O:23])[O:9][CH:10]1[CH2:15][CH2:14][N:13](CC2C=CC=CC=2)[CH2:12][CH2:11]1.C(O)=O. Product: [C:1]1([C:24]2[CH:29]=[CH:28][CH:27]=[CH:26][CH:25]=2)[CH:6]=[CH:5][CH:4]=[CH:3][C:2]=1[NH:7][C:8](=[O:23])[O:9][CH:10]1[CH2:15][CH2:14][NH:13][CH2:12][CH2:11]1. The catalyst class is: 19. (7) Reactant: [CH3:1][O:2][C:3]1[CH:4]=[C:5]2[C:10](=[CH:11][C:12]=1[O:13][CH3:14])[N:9]=[CH:8][CH:7]=[C:6]2[O:15][C:16]1[CH:21]=[CH:20][C:19]([N:22]2[C:26](=[O:27])[CH2:25][CH:24]([C:28]([OH:30])=O)[CH2:23]2)=[CH:18][CH:17]=1.[NH2:31][C:32]1[CH:37]=[CH:36][CH:35]=[CH:34][CH:33]=1.C1C=CC2N(O)N=NC=2C=1.CCN=C=NCCCN(C)C. Product: [CH3:1][O:2][C:3]1[CH:4]=[C:5]2[C:10](=[CH:11][C:12]=1[O:13][CH3:14])[N:9]=[CH:8][CH:7]=[C:6]2[O:15][C:16]1[CH:17]=[CH:18][C:19]([N:22]2[C:26](=[O:27])[CH2:25][CH:24]([C:28]([NH:31][C:32]3[CH:37]=[CH:36][CH:35]=[CH:34][CH:33]=3)=[O:30])[CH2:23]2)=[CH:20][CH:21]=1. The catalyst class is: 31. (8) Reactant: C([O:8][C@@H:9]1[CH2:13][CH2:12][CH2:11][C@H:10]1[C:14]1[CH:18]=[CH:17][N:16]([CH:19]2[CH2:24][CH2:23][CH2:22][CH2:21][O:20]2)[N:15]=1)C1C=CC=CC=1. Product: [O:20]1[CH2:21][CH2:22][CH2:23][CH2:24][CH:19]1[N:16]1[CH:17]=[CH:18][C:14]([C@@H:10]2[CH2:11][CH2:12][CH2:13][C@H:9]2[OH:8])=[N:15]1. The catalyst class is: 349. (9) Reactant: CS[C:3](=[C:17]([C:20]#[N:21])[C:18]#[N:19])[N:4]1[CH2:9][CH2:8][CH:7]([CH2:10][N:11]2[CH2:16][CH2:15][CH2:14][CH2:13][CH2:12]2)[CH2:6][CH2:5]1.[NH2:22][CH2:23][CH2:24][N:25]1[CH2:29][CH2:28][CH2:27][C@H:26]1[CH3:30]. Product: [CH3:30][C@@H:26]1[CH2:27][CH2:28][CH2:29][N:25]1[CH2:24][CH2:23][NH:22][C:3](=[C:17]([C:20]#[N:21])[C:18]#[N:19])[N:4]1[CH2:9][CH2:8][CH:7]([CH2:10][N:11]2[CH2:16][CH2:15][CH2:14][CH2:13][CH2:12]2)[CH2:6][CH2:5]1. The catalyst class is: 823.